From a dataset of Catalyst prediction with 721,799 reactions and 888 catalyst types from USPTO. Predict which catalyst facilitates the given reaction. Reactant: [Si]([O:8][CH2:9][C@@H:10]([N:22]1[C:34]2[C:33]3[CH:32]=[CH:31][CH:30]=[CH:29][C:28]=3[N:27]=[CH:26][C:25]=2[N:24]=[C:23]1[CH2:35]Cl)[CH2:11][CH2:12][CH2:13][NH:14][C:15](=[O:21])[O:16][C:17]([CH3:20])([CH3:19])[CH3:18])(C(C)(C)C)(C)C.[F-].C([N+](CCCC)(CCCC)CCCC)CCC.C(=O)(O)[O-].[Na+]. Product: [CH:32]1[CH:31]=[CH:30][CH:29]=[C:28]2[C:33]=1[C:34]1[N:22]3[C@@H:10]([CH2:11][CH2:12][CH2:13][NH:14][C:15](=[O:21])[O:16][C:17]([CH3:20])([CH3:18])[CH3:19])[CH2:9][O:8][CH2:35][C:23]3=[N:24][C:25]=1[CH:26]=[N:27]2. The catalyst class is: 168.